Dataset: Reaction yield outcomes from USPTO patents with 853,638 reactions. Task: Predict the reaction yield, written as a fraction of the theoretical maximum amount of product (1.0 means a 100% yield; for example, 0.34 means a 34% yield). (1) The reactants are [Br:1][C:2]1[CH:7]=[CH:6][CH:5]=[C:4]([CH2:8][CH2:9][CH:10]=[CH2:11])[CH:3]=1.[OH-:12].[Na+].OO. No catalyst specified. The product is [Br:1][C:2]1[CH:3]=[C:4]([CH2:8][CH2:9][CH2:10][CH2:11][OH:12])[CH:5]=[CH:6][CH:7]=1. The yield is 0.900. (2) The reactants are C[O:2][C:3]1[CH:12]=[CH:11][C:10]2[C:5](=[CH:6][CH:7]=[C:8]([O:13][CH3:14])[CH:9]=2)[C:4]=1[C:15]([C:17]1[CH:22]=[CH:21][C:20]([O:23][CH2:24][CH2:25][N:26]2[CH2:31][CH2:30][CH2:29][CH2:28][CH2:27]2)=[CH:19][CH:18]=1)=[O:16].N#N.B(Cl)(Cl)Cl.CO.C([O-])(O)=O.[Na+]. The catalyst is C(Cl)Cl. The product is [OH:2][C:3]1[CH:12]=[CH:11][C:10]2[C:5](=[CH:6][CH:7]=[C:8]([O:13][CH3:14])[CH:9]=2)[C:4]=1[C:15]([C:17]1[CH:22]=[CH:21][C:20]([O:23][CH2:24][CH2:25][N:26]2[CH2:31][CH2:30][CH2:29][CH2:28][CH2:27]2)=[CH:19][CH:18]=1)=[O:16]. The yield is 0.870.